Predict which catalyst facilitates the given reaction. From a dataset of Catalyst prediction with 721,799 reactions and 888 catalyst types from USPTO. (1) Reactant: C(=O)([O-])[O-].[K+].[K+].Cl.C1(N(CCC(OCC)=O)C(C2C=CC3N(C)C(CNC4C=CC(C(=N)N)=CC=4)=NC=3C=2)=O)C=CC=CC=1.Cl.[C:46]([C:49]1[CH:54]=[CH:53][C:52]([NH:55][CH2:56][C:57]2[N:61]([CH3:62])[C:60]3[CH:63]=[CH:64][C:65]([C:67]([N:69]([CH2:76][CH2:77][C:78]([O:80][CH2:81][CH3:82])=[O:79])[C:70]4[CH:75]=[CH:74][CH:73]=[CH:72][N:71]=4)=[O:68])=[CH:66][C:59]=3[N:58]=2)=[CH:51][CH:50]=1)(=[NH:48])[NH2:47].[Cl:83][C:84]([O:86][CH2:87][CH2:88][CH2:89][CH2:90][CH2:91][CH3:92])=[O:85]. Product: [CH3:92][CH2:91][CH2:90][CH2:89][CH2:88][CH2:87][O:86][C:84](/[N:48]=[C:46](\[NH2:47])/[C:49]1[CH:50]=[CH:51][C:52]([NH:55][CH2:56][C:57]2[N:61]([CH3:62])[C:60]3[CH:63]=[CH:64][C:65]([C:67]([N:69]([C:70]4[CH:75]=[CH:74][CH:73]=[CH:72][N:71]=4)[CH2:76][CH2:77][C:78]([O:80][CH2:81][CH3:82])=[O:79])=[O:68])=[CH:66][C:59]=3[N:58]=2)=[CH:53][CH:54]=1)=[O:85].[ClH:83].[C:46]([C:49]1[CH:54]=[CH:53][C:52]([NH:55][CH2:56][C:57]2[N:61]([CH3:62])[C:60]3[CH:63]=[CH:64][C:65]([C:67]([N:69]([CH2:76][CH2:77][C:78]([O:80][CH2:81][CH3:82])=[O:79])[C:70]4[CH:75]=[CH:74][CH:73]=[CH:72][N:71]=4)=[O:68])=[CH:66][C:59]=3[N:58]=2)=[CH:51][CH:50]=1)(=[NH:47])[NH2:48]. The catalyst class is: 95. (2) Reactant: [CH3:1][C:2]1[N:6]([CH2:7][C:8]2[C:17]3[C:12](=[CH:13][CH:14]=[CH:15][CH:16]=3)[CH:11]=[CH:10][CH:9]=2)[N:5]=[C:4]([C:18]([O:20]CC)=[O:19])[CH:3]=1.[OH-].[Na+]. Product: [CH3:1][C:2]1[N:6]([CH2:7][C:8]2[C:17]3[C:12](=[CH:13][CH:14]=[CH:15][CH:16]=3)[CH:11]=[CH:10][CH:9]=2)[N:5]=[C:4]([C:18]([OH:20])=[O:19])[CH:3]=1. The catalyst class is: 8. (3) Reactant: [CH3:1][C:2]1[CH:3]=[C:4]([C:10]2[CH:11]=[CH:12][C:13]3[N:14]=[CH:15][NH:16][C:17](=O)[C:18]=3[N:19]=2)[CH:5]=[CH:6][C:7]=1[O:8][CH3:9].P(Cl)(Cl)([Cl:23])=O.N1C(C)=CC=CC=1C. Product: [Cl:23][C:17]1[C:18]2[N:19]=[C:10]([C:4]3[CH:5]=[CH:6][C:7]([O:8][CH3:9])=[C:2]([CH3:1])[CH:3]=3)[CH:11]=[CH:12][C:13]=2[N:14]=[CH:15][N:16]=1. The catalyst class is: 11.